This data is from Forward reaction prediction with 1.9M reactions from USPTO patents (1976-2016). The task is: Predict the product of the given reaction. (1) Given the reactants [C:1]([O:5][C:6](=[O:18])[NH:7][C:8]1[CH:13]=[CH:12][C:11](I)=[CH:10][C:9]=1[N+:15]([O-:17])=[O:16])([CH3:4])([CH3:3])[CH3:2].[C:19]1(B(O)O)[C:28]2[C:23](=[CH:24][CH:25]=[CH:26][CH:27]=2)[CH:22]=[CH:21][CH:20]=1, predict the reaction product. The product is: [C:1]([O:5][C:6](=[O:18])[NH:7][C:8]1[CH:13]=[CH:12][C:11]([C:27]2[C:28]3[C:23](=[CH:22][CH:21]=[CH:20][CH:19]=3)[CH:24]=[CH:25][CH:26]=2)=[CH:10][C:9]=1[N+:15]([O-:17])=[O:16])([CH3:4])([CH3:3])[CH3:2]. (2) The product is: [CH3:18][C:16]1([CH3:17])[O:27][C:15]1([O:14][CH3:13])[C:19]1[CH:24]=[CH:23][C:22]([S:3]([CH3:7])(=[O:5])=[O:2])=[CH:21][CH:20]=1. Given the reactants O[O:2][S:3]([O-:5])=O.[K+].[CH3:7]C1(C)OO1.[Na].[CH3:13][O:14][C:15]([C:19]1[CH:24]=[CH:23][C:22](SC)=[CH:21][CH:20]=1)=[C:16]([CH3:18])[CH3:17].[OH2:27], predict the reaction product.